The task is: Predict the product of the given reaction.. This data is from Forward reaction prediction with 1.9M reactions from USPTO patents (1976-2016). (1) Given the reactants [NH2:1][C:2]1[CH:22]=[CH:21][C:5]([O:6][C:7]2[CH:12]=[CH:11][N:10]=[C:9]([NH:13][C:14]([N:16]3[CH2:20][CH2:19][CH2:18][CH2:17]3)=[O:15])[CH:8]=2)=[C:4]([F:23])[CH:3]=1.C(N(CC)CC)C.[F:31][P-](F)(F)(F)(F)F.[N:38]1(O[P+](N(C)C)(N(C)C)N(C)C)[C:42]2[CH:43]=[CH:44][CH:45]=[CH:46][C:41]=2N=N1.C([O:60][CH2:61][CH3:62])C.CCCCCC.CN(C)[CH:71]=[O:72], predict the reaction product. The product is: [F:31][C:45]1[CH:44]=[CH:43][C:42]([NH:38][C:61](=[O:60])[CH2:62][C:71]([NH:1][C:2]2[CH:22]=[CH:21][C:5]([O:6][C:7]3[CH:12]=[CH:11][N:10]=[C:9]([NH:13][C:14]([N:16]4[CH2:17][CH2:18][CH2:19][CH2:20]4)=[O:15])[CH:8]=3)=[C:4]([F:23])[CH:3]=2)=[O:72])=[CH:41][CH:46]=1. (2) Given the reactants [CH3:1][Si:2]([CH3:17])([CH3:16])[CH2:3][CH2:4][O:5][CH2:6][O:7][C:8]1[CH:15]=[CH:14][C:11]([C:12]#[N:13])=[CH:10][CH:9]=1.C([O-])(O)=O.[Na+].Cl.[NH2:24][OH:25], predict the reaction product. The product is: [OH:25][NH:24][C:12]([C:11]1[CH:10]=[CH:9][C:8]([O:7][CH2:6][O:5][CH2:4][CH2:3][Si:2]([CH3:17])([CH3:16])[CH3:1])=[CH:15][CH:14]=1)=[NH:13]. (3) Given the reactants [O:1]=[C:2]1[CH:7]([N:8]2[C:16](=[O:17])[C:15]3[C:10](=[CH:11][CH:12]=[C:13]([C:18]([NH:20][CH2:21][CH2:22][CH2:23][CH2:24][CH2:25][CH2:26][NH:27]C(=O)OC(C)(C)C)=[O:19])[CH:14]=3)[C:9]2=[O:35])[CH2:6][CH2:5][C:4](=[O:36])[NH:3]1, predict the reaction product. The product is: [NH2:27][CH2:26][CH2:25][CH2:24][CH2:23][CH2:22][CH2:21][NH:20][C:18]([C:13]1[CH:14]=[C:15]2[C:10](=[CH:11][CH:12]=1)[C:9](=[O:35])[N:8]([CH:7]1[CH2:6][CH2:5][C:4](=[O:36])[NH:3][C:2]1=[O:1])[C:16]2=[O:17])=[O:19]. (4) Given the reactants [NH2:1][C:2]1[N:7]=[C:6](C)[NH:5][C:4](=[O:9])[C:3]=1[OH:10].OC1C(=O)NC=NC=1N=NC1C=CC=CC=1, predict the reaction product. The product is: [NH2:1][C:2]1[N:7]=[CH:6][NH:5][C:4](=[O:9])[C:3]=1[OH:10]. (5) Given the reactants N[C:2]1[S:3][C:4]([C:7]2[CH:12]=[CH:11][CH:10]=[CH:9][CH:8]=2)=[CH:5][N:6]=1.[ClH:13].C(O)(=O)C.N([O-])=O.[Na+], predict the reaction product. The product is: [Cl:13][C:2]1[S:3][C:4]([C:7]2[CH:12]=[CH:11][CH:10]=[CH:9][CH:8]=2)=[CH:5][N:6]=1.